From a dataset of Full USPTO retrosynthesis dataset with 1.9M reactions from patents (1976-2016). Predict the reactants needed to synthesize the given product. (1) The reactants are: Br[C:2]1[C:3]([F:21])=[C:4]([F:20])[C:5]([NH:12][C:13]2[CH:18]=[CH:17][CH:16]=[CH:15][C:14]=2[F:19])=[C:6]([CH:11]=1)[C:7]([O:9][CH3:10])=[O:8].P.[C:23]1([CH2:29][SH:30])[CH:28]=[CH:27][CH:26]=[CH:25][CH:24]=1. Given the product [CH2:29]([S:30][C:2]1[C:3]([F:21])=[C:4]([F:20])[C:5]([NH:12][C:13]2[CH:18]=[CH:17][CH:16]=[CH:15][C:14]=2[F:19])=[C:6]([CH:11]=1)[C:7]([O:9][CH3:10])=[O:8])[C:23]1[CH:28]=[CH:27][CH:26]=[CH:25][CH:24]=1, predict the reactants needed to synthesize it. (2) Given the product [OH:1][CH2:2][C:3]([CH3:29])([C:23]1[CH:28]=[CH:27][CH:26]=[CH:25][CH:24]=1)[CH2:4][CH2:5][CH2:6][CH2:7][S:8]([CH2:9][CH2:10][CH2:11][CH2:12][C:13]([CH3:22])([C:16]1[CH:21]=[CH:20][CH:19]=[CH:18][CH:17]=1)[CH2:14][OH:15])=[O:30], predict the reactants needed to synthesize it. The reactants are: [OH:1][CH2:2][C:3]([CH3:29])([C:23]1[CH:28]=[CH:27][CH:26]=[CH:25][CH:24]=1)[CH2:4][CH2:5][CH2:6][CH2:7][S:8][CH2:9][CH2:10][CH2:11][CH2:12][C:13]([CH3:22])([C:16]1[CH:21]=[CH:20][CH:19]=[CH:18][CH:17]=1)[CH2:14][OH:15].[OH:30]O.